Binary Classification. Given two protein amino acid sequences, predict whether they physically interact or not. From a dataset of Human Reference Interactome with 51,813 positive PPI pairs across 8,248 proteins, plus equal number of experimentally-validated negative pairs. Protein 1 (ENSG00000168263) has sequence MLKQSERRRSWSYRPWNTTENEGSQHRRSICSLGARSGSQASIHGWTEGNYNYYIEEDEDGEEEDQWKDDLAEEDQQAGEVTTAKPEGPSDPPALLSTLNVNVGGHSYQLDYCELAGFPKTRLGRLATSTSRSRQLSLCDDYEEQTDEYFFDRDPAVFQLVYNFYLSGVLLVLDGLCPRRFLEELGYWGVRLKYTPRCCRICFEERRDELSERLKIQHELRAQAQVEEAEELFRDMRFYGPQRRRLWNLMEKPFSSVAAKAIGVASSTFVLVSVVALALNTVEEMQQHSGQGEGGPDLRP.... Protein 2 (ENSG00000161558) has sequence MTVELWLRLRGKGLAMLHVTRGVWGSRVRVWPLLPALLGPPRALSSLAAKMGEYRKMWNPREPRDWAQQYRERFIPFSKEQLLRLLIQEFHSSPAEKAALEAFSAHVDFCTLFHYHQILARLQALYDPINPDRETLDQPSLTDPQRLSNEQEVLRALEPLLAQANFSPLSEDTLAYALVVHHPQDEVQVTVNLDQYVYIHFWALGQRVGQMPLKSSVGSRRGFFTKLPPAERRYFKRVVLAARTKRGHLVLKSFKDTPLEGLEQLLPELKVRTPTLQRALLNLMLVVSGVAIFVNVGMVV.... Result: 0 (the proteins do not interact).